Dataset: Reaction yield outcomes from USPTO patents with 853,638 reactions. Task: Predict the reaction yield, written as a fraction of the theoretical maximum amount of product (1.0 means a 100% yield; for example, 0.34 means a 34% yield). (1) The yield is 0.664. The reactants are [F:1][C:2]1[CH:21]=[CH:20][C:5]([CH2:6][N:7]2C3=N[CH:13]=[C:14]([S:16][CH3:17])[N:15]=[C:10]3[CH:9]=[C:8]2[CH:18]=[O:19])=[CH:4][CH:3]=1.[C-:22]#[N:23].[Na+].[CH3:25][OH:26]. The product is [CH3:25][O:26][C:18]([C:8]1[N:7]([CH2:6][C:5]2[CH:4]=[CH:3][C:2]([F:1])=[CH:21][CH:20]=2)[C:22]2=[N:23][CH:13]=[C:14]([S:16][CH3:17])[N:15]=[C:10]2[CH:9]=1)=[O:19]. The catalyst is [O-2].[O-2].[Mn+4]. (2) The yield is 0.610. The reactants are [C:1](=O)([O-])[O-].[Cs+].[Cs+].[F:7][C:8]1[CH:13]=[CH:12][C:11]([S:14][C:15]2[C:16]([CH3:32])=[N:17][N:18]([CH2:22][CH2:23][NH:24][C:25](=[O:31])[O:26][C:27]([CH3:30])([CH3:29])[CH3:28])[C:19]=2[CH2:20][OH:21])=[CH:10][CH:9]=1.CI.Cl. The catalyst is CN(C=O)C.C(OCC)(=O)C.O. The product is [F:7][C:8]1[CH:13]=[CH:12][C:11]([S:14][C:15]2[C:16]([CH3:32])=[N:17][N:18]([CH2:22][CH2:23][NH:24][C:25](=[O:31])[O:26][C:27]([CH3:28])([CH3:29])[CH3:30])[C:19]=2[CH2:20][O:21][CH3:1])=[CH:10][CH:9]=1.